The task is: Predict the reactants needed to synthesize the given product.. This data is from Full USPTO retrosynthesis dataset with 1.9M reactions from patents (1976-2016). (1) Given the product [Cl:18][C:19]1[CH:20]=[C:21]([CH:24]=[C:25]([F:27])[CH:26]=1)[CH2:22][NH:23][C:15]([C:2]1([OH:1])[CH2:7][CH2:6][CH2:5][N:4]([C:8]2[CH:9]=[CH:10][CH:11]=[CH:12][CH:13]=2)[C:3]1=[O:14])=[O:17], predict the reactants needed to synthesize it. The reactants are: [OH:1][C:2]1([C:15]([OH:17])=O)[CH2:7][CH2:6][CH2:5][N:4]([C:8]2[CH:13]=[CH:12][CH:11]=[CH:10][CH:9]=2)[C:3]1=[O:14].[Cl:18][C:19]1[CH:20]=[C:21]([CH:24]=[C:25]([F:27])[CH:26]=1)[CH2:22][NH2:23].C(N(CC)CC)C. (2) Given the product [Cl:1][C:2]1[C:10]2[N:9]=[C:8]3[N:11]([C:15]4[CH:20]=[CH:19][C:18]([Cl:21])=[CH:17][C:16]=4[Cl:22])[CH2:12][CH2:13][CH2:14][N:7]3[C:6]=2[C:5]([CH:23]([N:26]([CH3:33])[S:27]([CH3:30])(=[O:28])=[O:29])[CH2:24][CH3:25])=[CH:4][CH:3]=1, predict the reactants needed to synthesize it. The reactants are: [Cl:1][C:2]1[C:10]2[N:9]=[C:8]3[N:11]([C:15]4[CH:20]=[CH:19][C:18]([Cl:21])=[CH:17][C:16]=4[Cl:22])[CH2:12][CH2:13][CH2:14][N:7]3[C:6]=2[C:5]([CH:23]([NH:26][S:27]([CH3:30])(=[O:29])=[O:28])[CH2:24][CH3:25])=[CH:4][CH:3]=1.[H-].[Na+].[CH3:33]I. (3) Given the product [CH2:24]([N:15]1[C:16]2[C:11](=[C:10]([OH:38])[C:9]([C:7]([NH:6][CH2:5][CH2:4][C:3]([OH:39])=[O:2])=[O:8])=[N:18][C:17]=2[C:19]2[S:20][CH:21]=[CH:22][N:23]=2)[CH:12]=[C:13]([C:32]2[CH:37]=[CH:36][CH:35]=[CH:34][CH:33]=2)[C:14]1=[O:31])[C:25]1[CH:30]=[CH:29][CH:28]=[CH:27][CH:26]=1, predict the reactants needed to synthesize it. The reactants are: C[O:2][C:3](=[O:39])[CH2:4][CH2:5][NH:6][C:7]([C:9]1[C:10]([OH:38])=[C:11]2[C:16](=[C:17]([C:19]3[S:20][CH:21]=[CH:22][N:23]=3)[N:18]=1)[N:15]([CH2:24][C:25]1[CH:30]=[CH:29][CH:28]=[CH:27][CH:26]=1)[C:14](=[O:31])[C:13]([C:32]1[CH:37]=[CH:36][CH:35]=[CH:34][CH:33]=1)=[CH:12]2)=[O:8].[OH-].[Na+].CO.C1COCC1. (4) The reactants are: Br[C:2]1[CH:22]=[N:21][C:5]2[NH:6][C:7](=[O:20])[CH2:8][N:9]([CH2:11][CH2:12][CH2:13][N:14]3[CH2:19][CH2:18][O:17][CH2:16][CH2:15]3)[CH2:10][C:4]=2[CH:3]=1.[C:23]([O:27][C:28]([CH3:31])([CH3:30])[CH3:29])(=[O:26])[CH:24]=[CH2:25].C(N(C(C)C)C(C)C)C.CC1C=CC=CC=1P(C1C=CC=CC=1C)C1C=CC=CC=1C. Given the product [C:28]([O:27][C:23](=[O:26])/[CH:24]=[CH:25]/[C:2]1[CH:22]=[N:21][C:5]2[NH:6][C:7](=[O:20])[CH2:8][N:9]([CH2:11][CH2:12][CH2:13][N:14]3[CH2:19][CH2:18][O:17][CH2:16][CH2:15]3)[CH2:10][C:4]=2[CH:3]=1)([CH3:31])([CH3:30])[CH3:29], predict the reactants needed to synthesize it. (5) The reactants are: [NH2:1][C:2]1[CH:7]=[CH:6][C:5]([Cl:8])=[CH:4][C:3]=1[C:9]([C:11]1[CH:16]=[CH:15][CH:14]=[CH:13][CH:12]=1)=O.[CH3:17][O:18][C:19](=[O:28])[CH2:20][C:21](=O)[CH2:22][C:23]([F:26])([F:25])[F:24].[O-]S(C(F)(F)F)(=O)=O.[Yb+3].[O-]S(C(F)(F)F)(=O)=O.[O-]S(C(F)(F)F)(=O)=O. Given the product [CH3:17][O:18][C:19]([C:20]1[C:21]([CH2:22][C:23]([F:24])([F:26])[F:25])=[N:1][C:2]2[C:3]([C:9]=1[C:11]1[CH:16]=[CH:15][CH:14]=[CH:13][CH:12]=1)=[CH:4][C:5]([Cl:8])=[CH:6][CH:7]=2)=[O:28], predict the reactants needed to synthesize it.